From a dataset of Reaction yield outcomes from USPTO patents with 853,638 reactions. Predict the reaction yield, written as a fraction of the theoretical maximum amount of product (1.0 means a 100% yield; for example, 0.34 means a 34% yield). (1) The catalyst is ClCCCl. The reactants are O=[C:2]1[CH2:7][CH2:6][N:5]([C:8]([O:10][C:11]([CH3:14])([CH3:13])[CH3:12])=[O:9])[CH2:4][CH2:3]1.Cl.Cl.[NH2:17][CH2:18][CH2:19][C:20]1[N:24]=[CH:23][NH:22][CH:21]=1.[C:25](O[BH-](OC(=O)C)OC(=O)C)(=[O:27])C.[Na+].[OH-].[Na+]. The yield is 0.770. The product is [O:27]=[C:25]1[N:24]2[CH:23]=[N:22][CH:21]=[C:20]2[CH2:19][CH2:18][N:17]1[CH:2]1[CH2:7][CH2:6][N:5]([C:8]([O:10][C:11]([CH3:14])([CH3:13])[CH3:12])=[O:9])[CH2:4][CH2:3]1. (2) The reactants are CO[C:3](=[O:28])[C:4]1[CH:9]=[CH:8][C:7]([O:10][CH2:11][C:12]2[C:13]([C:21]3[CH:26]=[CH:25][C:24]([F:27])=[CH:23][CH:22]=3)=[N:14][O:15][C:16]=2[C:17]([F:20])([F:19])[F:18])=[N:6][CH:5]=1.[CH2:29]([NH2:31])[CH3:30]. No catalyst specified. The product is [CH2:29]([NH:31][C:3](=[O:28])[C:4]1[CH:9]=[CH:8][C:7]([O:10][CH2:11][C:12]2[C:13]([C:21]3[CH:26]=[CH:25][C:24]([F:27])=[CH:23][CH:22]=3)=[N:14][O:15][C:16]=2[C:17]([F:20])([F:18])[F:19])=[N:6][CH:5]=1)[CH3:30]. The yield is 0.720. (3) The yield is 0.890. The catalyst is C(Cl)Cl. The product is [ClH:1].[Cl:1][C:2]1[C:3]([N:16]2[CH2:21][CH2:20][CH2:19][C@@H:18]([NH:22][CH3:23])[CH2:17]2)=[C:4]2[C:10]([NH:11][C:12](=[O:15])[CH2:13][CH3:14])=[CH:9][NH:8][C:5]2=[N:6][CH:7]=1. The reactants are [Cl:1][C:2]1[C:3]([N:16]2[CH2:21][CH2:20][CH2:19][C@@H:18]([N:22](C)[C:23](=O)OC(C)(C)C)[CH2:17]2)=[C:4]2[C:10]([NH:11][C:12](=[O:15])[CH2:13][CH3:14])=[CH:9][NH:8][C:5]2=[N:6][CH:7]=1.C(O)(C(F)(F)F)=O. (4) The reactants are [Cl:1][C:2]1[CH:7]=[C:6]([N+:8]([O-])=O)[CH:5]=[C:4]([Cl:11])[C:3]=1[CH3:12].O.O.[Sn](Cl)Cl. The catalyst is C(O)C. The product is [Cl:1][C:2]1[CH:7]=[C:6]([CH:5]=[C:4]([Cl:11])[C:3]=1[CH3:12])[NH2:8]. The yield is 0.200.